Dataset: Peptide-MHC class II binding affinity with 134,281 pairs from IEDB. Task: Regression. Given a peptide amino acid sequence and an MHC pseudo amino acid sequence, predict their binding affinity value. This is MHC class II binding data. (1) The peptide sequence is YAIGGSSNPTILSEG. The MHC is DRB1_0405 with pseudo-sequence DRB1_0405. The binding affinity (normalized) is 0.238. (2) The peptide sequence is EKKYFAATQTEPLAA. The MHC is HLA-DPA10301-DPB10402 with pseudo-sequence HLA-DPA10301-DPB10402. The binding affinity (normalized) is 0.640. (3) The peptide sequence is TAAINKGILVTVNPI. The MHC is DRB1_0101 with pseudo-sequence DRB1_0101. The binding affinity (normalized) is 0.283. (4) The peptide sequence is QYIKANSKFIGITE. The MHC is DRB4_0101 with pseudo-sequence DRB4_0103. The binding affinity (normalized) is 0.0966. (5) The peptide sequence is WIILGLNKIVRM. The MHC is DRB1_1302 with pseudo-sequence DRB1_1302. The binding affinity (normalized) is 1.00.